Dataset: CYP2D6 inhibition data for predicting drug metabolism from PubChem BioAssay. Task: Regression/Classification. Given a drug SMILES string, predict its absorption, distribution, metabolism, or excretion properties. Task type varies by dataset: regression for continuous measurements (e.g., permeability, clearance, half-life) or binary classification for categorical outcomes (e.g., BBB penetration, CYP inhibition). Dataset: cyp2d6_veith. (1) The molecule is c1ncc(-c2ccc3c(c2)OCO3)c(NCCc2cnc[nH]2)n1. The result is 1 (inhibitor). (2) The drug is Cc1ccc(S(=O)(=O)O)cc1.c1cc2c(c(NC3=NCCN3)c1)CCCC2. The result is 1 (inhibitor). (3) The compound is COCCOC(=O)C1=C(C)NC(=O)N(C(C)=O)C1c1ccc(Cl)cc1. The result is 0 (non-inhibitor). (4) The molecule is O=C(Nc1cccc(-c2cn3cccnc3n2)c1)c1ccco1. The result is 0 (non-inhibitor). (5) The compound is CCN(CC)CCC[C@H](C)Nc1c2ccc(Cl)cc2nc2ccc(OC)cc12.Cl.Cl.O.O. The result is 1 (inhibitor). (6) The drug is C[C@@H](Cc1cccc(C(F)(F)F)c1)NCCCc1ccccc1. The result is 1 (inhibitor). (7) The molecule is CC1(C)S[C@@H]2[C@H](NC(=O)[C@@H](N)c3ccc(O)cc3)C(=O)N2[C@H]1C(=O)O. The result is 0 (non-inhibitor).